This data is from Forward reaction prediction with 1.9M reactions from USPTO patents (1976-2016). The task is: Predict the product of the given reaction. (1) Given the reactants [CH3:1][C:2]1[CH:23]=[C:22]([N:24]2[CH:28]=[C:27]([C:29]([F:32])([F:31])[F:30])[CH:26]=[N:25]2)[CH:21]=[CH:20][C:3]=1[O:4][CH:5]([C:9]1[CH:19]=[CH:18][C:12]([C:13]([O:15]CC)=[O:14])=[CH:11][CH:10]=1)[CH2:6][CH2:7][CH3:8].O.[OH-].[Li+].CO.C1COCC1, predict the reaction product. The product is: [CH3:1][C:2]1[CH:23]=[C:22]([N:24]2[CH:28]=[C:27]([C:29]([F:30])([F:32])[F:31])[CH:26]=[N:25]2)[CH:21]=[CH:20][C:3]=1[O:4][CH:5]([C:9]1[CH:19]=[CH:18][C:12]([C:13]([OH:15])=[O:14])=[CH:11][CH:10]=1)[CH2:6][CH2:7][CH3:8]. (2) Given the reactants [NH2:1][C:2]1[C:7]([NH2:8])=[C:6]([NH:9][C@@H:10]2[C@@H:15]3[CH2:16][C@@H:12]([CH:13]=[CH:14]3)[C@@H:11]2[C:17]([NH2:19])=[O:18])[C:5]([Br:20])=[CH:4][N:3]=1.[CH3:21][C:22]1[O:26][C:25]([CH:27]=O)=[CH:24][CH:23]=1, predict the reaction product. The product is: [Br:20][C:5]1[C:6]([NH:9][C@@H:10]2[C@@H:15]3[CH2:16][C@@H:12]([CH:13]=[CH:14]3)[C@@H:11]2[C:17]([NH2:19])=[O:18])=[C:7]2[N:8]=[C:27]([C:25]3[O:26][C:22]([CH3:21])=[CH:23][CH:24]=3)[NH:1][C:2]2=[N:3][CH:4]=1. (3) Given the reactants [Cl:1][C:2]1[CH:7]=[CH:6][C:5]([CH:8]([C:10]2[CH:15]=[CH:14][C:13]([F:16])=[CH:12][CH:11]=2)O)=[CH:4][CH:3]=1.[Cl-].[In+3].[Cl-].[Cl-].ClC1C=C(Cl)C=CC=1C([C:33]1[C:41]2[C:36](=[C:37]([CH2:43][S:44][CH3:45])[CH:38]=[C:39](F)[CH:40]=2)[NH:35][CH:34]=1)CCO.O, predict the reaction product. The product is: [Cl:1][C:2]1[CH:7]=[CH:6][C:5]([CH:8]([C:10]2[CH:15]=[CH:14][C:13]([F:16])=[CH:12][CH:11]=2)[C:33]2[C:41]3[C:36](=[C:37]([CH2:43][S:44][CH3:45])[CH:38]=[CH:39][CH:40]=3)[NH:35][CH:34]=2)=[CH:4][CH:3]=1. (4) Given the reactants C([O:4][C:5]1[CH:10]=[C:9]([Cl:11])[C:8]([CH2:12][C:13]2[CH:18]=[CH:17][C:16]([O:19][CH2:20][CH3:21])=[CH:15][CH:14]=2)=[CH:7][C:6]=1[C@@H:22]1[O:27][C@H:26]([CH2:28][O:29][CH2:30][CH2:31][CH2:32][CH2:33][CH2:34][OH:35])[C@@H:25]([O:36][CH2:37][C:38]2[CH:43]=[CH:42][CH:41]=[CH:40][CH:39]=2)[C@H:24]([O:44][CH2:45][C:46]2[CH:51]=[CH:50][CH:49]=[CH:48][CH:47]=2)[C@H:23]1[O:52][CH2:53][C:54]1[CH:59]=[CH:58][CH:57]=[CH:56][CH:55]=1)C=C.[BH4-].[Na+], predict the reaction product. The product is: [Cl:11][C:9]1[C:8]([CH2:12][C:13]2[CH:18]=[CH:17][C:16]([O:19][CH2:20][CH3:21])=[CH:15][CH:14]=2)=[CH:7][C:6]([C@H:22]2[C@H:23]([O:52][CH2:53][C:54]3[CH:59]=[CH:58][CH:57]=[CH:56][CH:55]=3)[C@@H:24]([O:44][CH2:45][C:46]3[CH:51]=[CH:50][CH:49]=[CH:48][CH:47]=3)[C@H:25]([O:36][CH2:37][C:38]3[CH:43]=[CH:42][CH:41]=[CH:40][CH:39]=3)[C@@H:26]([CH2:28][O:29][CH2:30][CH2:31][CH2:32][CH2:33][CH2:34][OH:35])[O:27]2)=[C:5]([OH:4])[CH:10]=1.